This data is from Reaction yield outcomes from USPTO patents with 853,638 reactions. The task is: Predict the reaction yield, written as a fraction of the theoretical maximum amount of product (1.0 means a 100% yield; for example, 0.34 means a 34% yield). (1) The reactants are [NH2:1][C:2]1[CH:23]=[CH:22][CH:21]=[CH:20][C:3]=1[C:4]([NH:6][CH2:7][C:8]1[C:13]([O:14][CH3:15])=[CH:12][C:11]([O:16][CH3:17])=[CH:10][C:9]=1[O:18][CH3:19])=[O:5].Br[CH2:25][C:26](Br)=[O:27].[OH-].[Na+].[H-].[Na+]. The catalyst is ClCCl.C(O)(C)C.O.ClCCl. The product is [CH3:19][O:18][C:9]1[CH:10]=[C:11]([O:16][CH3:17])[CH:12]=[C:13]([O:14][CH3:15])[C:8]=1[CH2:7][N:6]1[C:4](=[O:5])[C:3]2[CH:20]=[CH:21][CH:22]=[CH:23][C:2]=2[NH:1][C:26](=[O:27])[CH2:25]1. The yield is 0.440. (2) The reactants are [OH:1][C:2]1[CH:7]=[CH:6][C:5]([C:8](=[S:10])[NH2:9])=[CH:4][C:3]=1[O:11][CH3:12].Cl[CH2:14][C:15](N(C)C)=O.[CH:20]([OH:23])([CH3:22])[CH3:21]. No catalyst specified. The product is [CH:20]([O:23][C:14]1[N:9]=[C:8]([C:5]2[CH:6]=[CH:7][C:2]([OH:1])=[C:3]([O:11][CH3:12])[CH:4]=2)[S:10][CH:15]=1)([CH3:22])[CH3:21]. The yield is 0.460. (3) The reactants are C([O:8][C:9]1[C:10]([C:25]([NH:27][OH:28])=[O:26])=[N:11][CH:12]=[C:13]([C:16](=[O:24])[C:17]2[CH:22]=[CH:21][C:20]([F:23])=[CH:19][CH:18]=2)[C:14]=1[CH3:15])C1C=CC=CC=1. The catalyst is CO.[Pd]. The product is [F:23][C:20]1[CH:19]=[CH:18][C:17]([C:16]([C:13]2[C:14]([CH3:15])=[C:9]([OH:8])[C:10]([C:25]([NH:27][OH:28])=[O:26])=[N:11][CH:12]=2)=[O:24])=[CH:22][CH:21]=1. The yield is 0.220. (4) The reactants are [Br:1][C:2]1[C:6]([C:7](OCC)=[O:8])=[CH:5][N:4]([CH:12]2[CH2:15][CH2:14][CH2:13]2)[N:3]=1.[H-].C([Al+]CC(C)C)C(C)C. The catalyst is O1CCCC1.C(OCC)(=O)C.[C@H](O)(C([O-])=O)[C@@H](O)C([O-])=O.[Na+].[K+]. The product is [Br:1][C:2]1[C:6]([CH2:7][OH:8])=[CH:5][N:4]([CH:12]2[CH2:13][CH2:14][CH2:15]2)[N:3]=1. The yield is 1.00. (5) The reactants are [OH-].[Na+].S(OC)(O[CH3:7])(=O)=O.[C:10]([O:14][C:15]([N:17]1[CH2:21][C@@H:20]([CH2:22][OH:23])[C@H:19]([CH2:24][O:25][Si:26]([C:29]([CH3:32])([CH3:31])[CH3:30])([CH3:28])[CH3:27])[CH2:18]1)=[O:16])([CH3:13])([CH3:12])[CH3:11]. The catalyst is [I-].C([N+](CCCC)(CCCC)CCCC)CCC.C(Cl)Cl.O. The product is [C:10]([O:14][C:15]([N:17]1[CH2:21][C@@H:20]([CH2:22][O:23][CH3:7])[C@H:19]([CH2:24][O:25][Si:26]([C:29]([CH3:32])([CH3:31])[CH3:30])([CH3:27])[CH3:28])[CH2:18]1)=[O:16])([CH3:13])([CH3:12])[CH3:11]. The yield is 0.440. (6) The reactants are [Li][CH2:2]CCC.[C:6]([C:8]1[CH:9]=[C:10]([CH:13]=[CH:14][CH:15]=1)[CH:11]=O)#[N:7]. The catalyst is [Br-].C[P+](C1C=CC=CC=1)(C1C=CC=CC=1)C1C=CC=CC=1.C1COCC1. The product is [C:6]([C:8]1[CH:9]=[C:10]([CH:13]=[CH:14][CH:15]=1)[CH:11]=[CH2:2])#[N:7]. The yield is 0.620. (7) The reactants are Cl[C:2]1[N:7]=[C:6]([NH:8][C:9]([C:11]2([C:14]3[CH:15]=[CH:16][C:17]4[O:21][CH2:20][CH2:19][C:18]=4[CH:22]=3)[CH2:13][CH2:12]2)=[O:10])[CH:5]=[C:4]([CH3:23])[CH:3]=1.[CH3:24][O:25][C:26]1[C:31](B(O)O)=[CH:30][CH:29]=[CH:28][N:27]=1.C([O-])([O-])=O.[Na+].[Na+]. The catalyst is COCCOC.C1C=CC([P]([Pd]([P](C2C=CC=CC=2)(C2C=CC=CC=2)C2C=CC=CC=2)([P](C2C=CC=CC=2)(C2C=CC=CC=2)C2C=CC=CC=2)[P](C2C=CC=CC=2)(C2C=CC=CC=2)C2C=CC=CC=2)(C2C=CC=CC=2)C2C=CC=CC=2)=CC=1. The product is [O:21]1[C:17]2[CH:16]=[CH:15][C:14]([C:11]3([C:9]([NH:8][C:6]4[N:7]=[C:2]([C:31]5[C:26]([O:25][CH3:24])=[N:27][CH:28]=[CH:29][CH:30]=5)[CH:3]=[C:4]([CH3:23])[CH:5]=4)=[O:10])[CH2:13][CH2:12]3)=[CH:22][C:18]=2[CH2:19][CH2:20]1. The yield is 0.380. (8) The reactants are [CH2:1]([NH:5][CH2:6][CH:7]([CH3:9])[CH3:8])[CH:2]([CH3:4])[CH3:3].Br[CH2:11][CH2:12][CH2:13][Cl:14].C(=O)([O-])[O-].[K+].[K+]. The catalyst is C(#N)C. The product is [Cl:14][CH2:13][CH2:12][CH2:11][N:5]([CH2:6][CH:7]([CH3:9])[CH3:8])[CH2:1][CH:2]([CH3:4])[CH3:3]. The yield is 0.180. (9) The reactants are [Br:1][C:2]1[CH:10]=[C:9](/[CH:11]=[CH:12]/[CH:13]([C:18]2[CH:23]=[C:22]([Cl:24])[C:21]([F:25])=[C:20]([Cl:26])[CH:19]=2)[C:14]([F:17])([F:16])[F:15])[CH:8]=[CH:7][C:3]=1[C:4](O)=[O:5].[NH2:27][CH2:28][C:29]([NH:31][CH2:32][C:33]([F:36])([F:35])[F:34])=[O:30].C1CN([P+](ON2N=NC3C=CC=CC2=3)(N2CCCC2)N2CCCC2)CC1.F[P-](F)(F)(F)(F)F.CCN(C(C)C)C(C)C. The catalyst is C(Cl)Cl.O. The product is [Br:1][C:2]1[CH:10]=[C:9](/[CH:11]=[CH:12]/[CH:13]([C:18]2[CH:19]=[C:20]([Cl:26])[C:21]([F:25])=[C:22]([Cl:24])[CH:23]=2)[C:14]([F:17])([F:16])[F:15])[CH:8]=[CH:7][C:3]=1[C:4]([NH:27][CH2:28][C:29](=[O:30])[NH:31][CH2:32][C:33]([F:36])([F:35])[F:34])=[O:5]. The yield is 0.310.